This data is from Reaction yield outcomes from USPTO patents with 853,638 reactions. The task is: Predict the reaction yield, written as a fraction of the theoretical maximum amount of product (1.0 means a 100% yield; for example, 0.34 means a 34% yield). (1) The reactants are [CH2:1]([C:3]1[C:8]([C:9]2[CH:14]=[CH:13][N:12]=[C:11]([NH:15][C:16]3[CH:23]=[CH:22][C:19]([C:20]#[N:21])=[CH:18][CH:17]=3)[N:10]=2)=[CH:7][N:6]=[C:5](SC)[N:4]=1)[CH3:2].[NH2:26][CH2:27][CH:28]([OH:30])[CH3:29].N[CH:32](O)C(C)C. The catalyst is C1COCC1.CN1C(=O)CCC1. The product is [CH2:1]([C:3]1[C:8]([C:9]2[CH:14]=[CH:13][N:12]=[C:11]([NH:15][C:16]3[CH:23]=[CH:22][C:19]([C:20]#[N:21])=[CH:18][CH:17]=3)[N:10]=2)=[CH:7][N:6]=[C:5]([NH:26][CH2:27][C:28]([OH:30])([CH3:32])[CH3:29])[N:4]=1)[CH3:2]. The yield is 0.0900. (2) The reactants are [F:1][C:2]1[CH:10]=[CH:9][C:5]([C:6](O)=[O:7])=[CH:4][CH:3]=1.Cl.[CH3:12][NH:13][O:14][CH3:15].CCN=C=NCCCN(C)C.C(N(C(C)C)CC)(C)C. The catalyst is ClCCl. The product is [F:1][C:2]1[CH:10]=[CH:9][C:5]([C:6]([N:13]([O:14][CH3:15])[CH3:12])=[O:7])=[CH:4][CH:3]=1. The yield is 0.570. (3) The reactants are [CH2:1]([N:8]1[CH2:12][C@H:11]([C:13]2[CH:18]=[CH:17][CH:16]=[CH:15][CH:14]=2)[C@@H:10]([C:19](N2[C@@H](C3C=CC=CC=3)COC2=O)=[O:20])[CH2:9]1)[C:2]1[CH:7]=[CH:6][CH:5]=[CH:4][CH:3]=1.[H-].[Al+3].[Li+].[H-].[H-].[H-]. The catalyst is C1COCC1. The product is [CH2:1]([N:8]1[CH2:12][C@H:11]([C:13]2[CH:18]=[CH:17][CH:16]=[CH:15][CH:14]=2)[C@@H:10]([CH2:19][OH:20])[CH2:9]1)[C:2]1[CH:3]=[CH:4][CH:5]=[CH:6][CH:7]=1. The yield is 0.550. (4) The reactants are [F:1][C:2]1[CH:7]=[CH:6][CH:5]=[CH:4][C:3]=1[OH:8].[Br:9][CH2:10][CH2:11][CH2:12]Br.C([O-])([O-])=O.[Cs+].[Cs+]. The product is [F:1][C:2]1[CH:7]=[CH:6][CH:5]=[CH:4][C:3]=1[O:8][CH2:12][CH2:11][CH2:10][Br:9]. The yield is 0.262. The catalyst is C(#N)C. (5) The reactants are [F:1][C:2]1[CH:3]=[CH:4][C:5]2[N:6]([C:8]([C:11]3[N:16]=[C:15]([NH:17][C@@H:18]4[CH2:23][CH2:22][CH2:21][N:20](C(OC(C)(C)C)=O)[CH2:19]4)[CH:14]=[C:13]([O:31][CH2:32][CH2:33][N:34]4[CH2:39][CH2:38][O:37][CH2:36][CH2:35]4)[N:12]=3)=[CH:9][N:10]=2)[CH:7]=1.FC(F)(F)C(O)=O. No catalyst specified. The product is [F:1][C:2]1[CH:3]=[CH:4][C:5]2[N:6]([C:8]([C:11]3[N:16]=[C:15]([NH:17][C@@H:18]4[CH2:23][CH2:22][CH2:21][NH:20][CH2:19]4)[CH:14]=[C:13]([O:31][CH2:32][CH2:33][N:34]4[CH2:35][CH2:36][O:37][CH2:38][CH2:39]4)[N:12]=3)=[CH:9][N:10]=2)[CH:7]=1. The yield is 0.890. (6) The reactants are [CH2:1]([O:3][C:4](=[O:20])[CH:5]([CH:7]1[CH2:12][CH2:11][N:10](C(OC(C)(C)C)=O)[CH2:9][CH2:8]1)[CH3:6])[CH3:2].Cl.O1CCOCC1. No catalyst specified. The product is [NH:10]1[CH2:11][CH2:12][CH:7]([CH:5]([CH3:6])[C:4]([O:3][CH2:1][CH3:2])=[O:20])[CH2:8][CH2:9]1. The yield is 0.930. (7) The reactants are OC1C=CC(CN[C:8]([C:10]2([CH3:15])[CH2:14][S:13][S:12][CH2:11]2)=[O:9])=CC=1OC.Cl.[NH2:21][CH2:22][CH2:23][C:24]1[CH:29]=[CH:28][C:27]([OH:30])=[C:26]([O:31][CH3:32])[CH:25]=1. No catalyst specified. The product is [OH:30][C:27]1[CH:28]=[CH:29][C:24]([CH2:23][CH2:22][NH:21][C:8]([C:10]2([CH3:15])[CH2:14][S:13][S:12][CH2:11]2)=[O:9])=[CH:25][C:26]=1[O:31][CH3:32]. The yield is 0.640. (8) The reactants are [Cl-].O[NH3+:3].[C:4](=[O:7])([O-])[OH:5].[Na+].CS(C)=O.[CH2:13]([C:17]1[N:18]=[C:19]([CH3:46])[N:20]([CH2:39][C:40]2[CH:45]=[N:44][CH:43]=[CH:42][N:41]=2)[C:21](=[O:38])[C:22]=1[CH2:23][C:24]1[CH:29]=[CH:28][C:27]([C:30]2[C:31]([C:36]#[N:37])=[CH:32][CH:33]=[CH:34][CH:35]=2)=[CH:26][CH:25]=1)[CH2:14][CH2:15][CH3:16]. The catalyst is C(OCC)(=O)C. The product is [CH2:13]([C:17]1[N:18]=[C:19]([CH3:46])[N:20]([CH2:39][C:40]2[CH:45]=[N:44][CH:43]=[CH:42][N:41]=2)[C:21](=[O:38])[C:22]=1[CH2:23][C:24]1[CH:25]=[CH:26][C:27]([C:30]2[CH:35]=[CH:34][CH:33]=[CH:32][C:31]=2[C:36]2[NH:3][C:4](=[O:7])[O:5][N:37]=2)=[CH:28][CH:29]=1)[CH2:14][CH2:15][CH3:16]. The yield is 0.380. (9) The reactants are [F:1][C:2]1[C:7]([F:8])=[C:6]([C:9]([F:12])([F:11])[F:10])[C:5]([F:13])=[C:4]([F:14])[C:3]=1[NH:15][C:16](=[O:23])[C:17]1[CH:22]=[CH:21][CH:20]=[CH:19][CH:18]=1.[O-]S(C(F)(F)[F:29])(=O)=O.F[N+]1C(C)=CC(C)=CC=1C. No catalyst specified. The product is [F:29][C:22]1[CH:21]=[CH:20][CH:19]=[CH:18][C:17]=1[C:16]([NH:15][C:3]1[C:2]([F:1])=[C:7]([F:8])[C:6]([C:9]([F:12])([F:11])[F:10])=[C:5]([F:13])[C:4]=1[F:14])=[O:23]. The yield is 0.650. (10) The reactants are [Br:1][C:2]1[CH:3]=[CH:4][C:5]2[N:6]([CH2:16][C:17]([O:19]CC)=[O:18])[C:7]3[C:12]([C:13]=2[CH:14]=1)=[CH:11][C:10]([Br:15])=[CH:9][CH:8]=3.[Li+].[OH-]. The catalyst is C1COCC1.CO.O.Cl. The product is [Br:1][C:2]1[CH:3]=[CH:4][C:5]2[N:6]([CH2:16][C:17]([OH:19])=[O:18])[C:7]3[C:12]([C:13]=2[CH:14]=1)=[CH:11][C:10]([Br:15])=[CH:9][CH:8]=3. The yield is 0.990.